From a dataset of Choline transporter screen with 302,306 compounds. Binary Classification. Given a drug SMILES string, predict its activity (active/inactive) in a high-throughput screening assay against a specified biological target. The result is 0 (inactive). The drug is O=C(NC12CC3CC(C1)CC(C2)C3)NC1(CCCCC1)C(OC)=O.